From a dataset of Forward reaction prediction with 1.9M reactions from USPTO patents (1976-2016). Predict the product of the given reaction. (1) Given the reactants [NH:1]1[CH2:6][CH2:5][O:4][CH2:3][CH2:2]1.[CH3:7][O:8][C:9]1[CH:14]=[CH:13][C:12]([N:15]2[CH2:20][CH2:19][N:18]([C:21]3[C:22]([CH3:35])=[C:23]([CH3:34])[C:24]4[O:28][C:27]([CH3:30])([CH3:29])[CH:26](O)[C:25]=4[C:32]=3[CH3:33])[CH2:17][CH2:16]2)=[CH:11][CH:10]=1, predict the reaction product. The product is: [CH3:7][O:8][C:9]1[CH:10]=[CH:11][C:12]([N:15]2[CH2:20][CH2:19][N:18]([C:21]3[C:22]([CH3:35])=[C:23]([CH3:34])[C:24]4[O:28][C:27]([CH3:29])([CH3:30])[CH:26]([N:1]5[CH2:6][CH2:5][O:4][CH2:3][CH2:2]5)[C:25]=4[C:32]=3[CH3:33])[CH2:17][CH2:16]2)=[CH:13][CH:14]=1. (2) Given the reactants [N:1]([O-])=O.[Na+].[NH2:5][C:6]1[CH:7]=[CH:8][C:9]([O:12][CH3:13])=[N:10][CH:11]=1.O.O.[Sn](Cl)[Cl:17], predict the reaction product. The product is: [ClH:17].[NH:5]([C:6]1[CH:7]=[CH:8][C:9]([O:12][CH3:13])=[N:10][CH:11]=1)[NH2:1].